From a dataset of Full USPTO retrosynthesis dataset with 1.9M reactions from patents (1976-2016). Predict the reactants needed to synthesize the given product. (1) The reactants are: C[O:2][C:3](=[O:40])[C:4]1[CH:9]=[CH:8][C:7]([S:10](=[O:39])(=[O:38])[NH:11][C:12]2[C:13]([O:36][CH3:37])=[N:14][C:15]([O:18][CH2:19][C:20]3[C:21]([C:28]4[C:33]([Cl:34])=[CH:32][CH:31]=[CH:30][C:29]=4[Cl:35])=[N:22][O:23][C:24]=3[CH:25]([CH3:27])[CH3:26])=[CH:16][CH:17]=2)=[CH:6][CH:5]=1.[OH-].[Na+].C(O)(=O)C. Given the product [Cl:34][C:33]1[CH:32]=[CH:31][CH:30]=[C:29]([Cl:35])[C:28]=1[C:21]1[C:20]([CH2:19][O:18][C:15]2[N:14]=[C:13]([O:36][CH3:37])[C:12]([NH:11][S:10]([C:7]3[CH:6]=[CH:5][C:4]([C:3]([OH:40])=[O:2])=[CH:9][CH:8]=3)(=[O:38])=[O:39])=[CH:17][CH:16]=2)=[C:24]([CH:25]([CH3:27])[CH3:26])[O:23][N:22]=1, predict the reactants needed to synthesize it. (2) Given the product [O:1]=[C:2]1[C:11]2[C:6](=[CH:7][CH:8]=[CH:9][CH:10]=2)[N:5]=[CH:4][N:3]1[C@@H:12]1[CH2:17][CH2:16][CH2:15][N:14]([C:18]2[CH:26]=[CH:25][C:24]([C:27]#[N:28])=[C:23]3[C:19]=2[CH:20]=[CH:21][NH:22]3)[CH2:13]1, predict the reactants needed to synthesize it. The reactants are: [O:1]=[C:2]1[C:11]2[C:6](=[CH:7][CH:8]=[CH:9][CH:10]=2)[N:5]=[CH:4][N:3]1[C@@H:12]1[CH2:17][CH2:16][CH2:15][N:14]([C:18]2[CH:26]=[CH:25][C:24]([C:27]#[N:28])=[C:23]3[C:19]=2[CH:20]=[CH:21][N:22]3S(C2C=CC(C)=CC=2)(=O)=O)[CH2:13]1.FC1C=CC(C#N)=C2C=1C=CN2S(C1C=CC(C)=CC=1)(=O)=O.N1CCC[C@@H](N2C(=O)C3C(=CC=CC=3)N=C2)C1.C(=O)([O-])[O-].[Cs+].[Cs+]. (3) Given the product [CH2:26]([O:25][C:23]([NH:1][C@@H:2]1[CH2:7][CH2:6][N:5]([C:8]([O:10][C:11]([CH3:12])([CH3:14])[CH3:13])=[O:9])[CH2:4][C@@H:3]1[F:15])=[O:24])[C:27]1[CH:32]=[CH:31][CH:30]=[CH:29][CH:28]=1, predict the reactants needed to synthesize it. The reactants are: [NH2:1][C@@H:2]1[CH2:7][CH2:6][N:5]([C:8]([O:10][C:11]([CH3:14])([CH3:13])[CH3:12])=[O:9])[CH2:4][C@@H:3]1[F:15].C(=O)([O-])[O-].[Na+].[Na+].Cl[C:23]([O:25][CH2:26][C:27]1[CH:32]=[CH:31][CH:30]=[CH:29][CH:28]=1)=[O:24]. (4) Given the product [CH2:1]([O:3][C:4]1[CH:17]=[CH:16][C:7](/[CH:8]=[C:9]2/[C:10](=[O:15])[N:11]([CH2:24][C:21]3[CH:22]=[CH:23][N:18]=[CH:19][CH:20]=3)[C:12](=[O:14])[S:13]/2)=[CH:6][CH:5]=1)[CH3:2], predict the reactants needed to synthesize it. The reactants are: [CH2:1]([O:3][C:4]1[CH:17]=[CH:16][C:7](/[CH:8]=[C:9]2/[C:10](=[O:15])[NH:11][C:12](=[O:14])[S:13]/2)=[CH:6][CH:5]=1)[CH3:2].[N:18]1[CH:23]=[CH:22][C:21]([CH2:24]Cl)=[CH:20][CH:19]=1.Cl.[I-].[Na+].C(=O)([O-])[O-].[K+].[K+].C(OC1C=CC(/C=C2/C(=O)N(CCC)C(=O)S/2)=CC=1)C.